Task: Predict the reaction yield, written as a fraction of the theoretical maximum amount of product (1.0 means a 100% yield; for example, 0.34 means a 34% yield).. Dataset: Reaction yield outcomes from USPTO patents with 853,638 reactions (1) The reactants are [CH3:1][N:2]([CH3:15])[C:3]1[CH:11]=[CH:10][C:9]([N+:12]([O-])=O)=[CH:8][C:4]=1[C:5]([OH:7])=[O:6]. The catalyst is CO.[Pd]. The product is [NH2:12][C:9]1[CH:10]=[CH:11][C:3]([N:2]([CH3:15])[CH3:1])=[C:4]([CH:8]=1)[C:5]([OH:7])=[O:6]. The yield is 0.700. (2) The reactants are [Cl:1][C:2]1[C:11](I)=[CH:10][C:5]([C:6]([O:8][CH3:9])=[O:7])=[C:4]([O:13][CH3:14])[CH:3]=1.[Cl:15][C:16]1[CH:21]=[CH:20][C:19]([Cl:22])=[CH:18][C:17]=1B(O)O.C([O-])([O-])=O.[Na+].[Na+]. The catalyst is O1CCOCC1.O.C1C=CC([P]([Pd]([P](C2C=CC=CC=2)(C2C=CC=CC=2)C2C=CC=CC=2)([P](C2C=CC=CC=2)(C2C=CC=CC=2)C2C=CC=CC=2)[P](C2C=CC=CC=2)(C2C=CC=CC=2)C2C=CC=CC=2)(C2C=CC=CC=2)C2C=CC=CC=2)=CC=1. The product is [Cl:15][C:16]1[CH:21]=[CH:20][C:19]([Cl:22])=[CH:18][C:17]=1[C:11]1[C:2]([Cl:1])=[CH:3][C:4]([O:13][CH3:14])=[C:5]([C:6]([O:8][CH3:9])=[O:7])[CH:10]=1. The yield is 0.850. (3) The reactants are [Si]([O:8][C@H:9]1[CH2:13][N:12](C(OC(C)(C)C)=O)[C@H:11]([CH2:21][O:22][C:23]2[CH:32]=[C:31]([O:33][CH3:34])[CH:30]=[C:29]3[C:24]=2[C:25]([NH:35][C:36]2[CH:41]=[CH:40][C:39]([F:42])=[C:38]([Cl:43])[CH:37]=2)=[N:26][CH:27]=[N:28]3)[CH2:10]1)(C(C)(C)C)(C)C.C(#N)C. The catalyst is FC(F)(F)C(O)=O. The product is [Cl:43][C:38]1[CH:37]=[C:36]([CH:41]=[CH:40][C:39]=1[F:42])[NH:35][C:25]1[C:24]2[C:29](=[CH:30][C:31]([O:33][CH3:34])=[CH:32][C:23]=2[O:22][CH2:21][C@H:11]2[NH:12][CH2:13][C@H:9]([OH:8])[CH2:10]2)[N:28]=[CH:27][N:26]=1. The yield is 0.690. (4) The reactants are [C:1]([C:5]1[CH:10]=[C:9](O)[N:8]=[CH:7][N:6]=1)([CH3:4])([CH3:3])[CH3:2].P(Cl)(Cl)([Cl:14])=O. No catalyst specified. The product is [C:1]([C:5]1[CH:10]=[C:9]([Cl:14])[N:8]=[CH:7][N:6]=1)([CH3:4])([CH3:3])[CH3:2]. The yield is 0.780. (5) The reactants are [O:1]1[C:5]2[CH:6]=[CH:7][C:8]([C:10]3[CH:11]=[C:12]([CH:15]=[C:16]([O:18][CH2:19][C:20]4[CH:25]=[CH:24][C:23]([O:26][CH3:27])=[CH:22][CH:21]=4)[CH:17]=3)[C:13]#N)=[CH:9][C:4]=2[O:3][CH2:2]1.[CH:28]1([Mg]Cl)[CH2:30][CH2:29]1.S(=O)(=O)(O)[OH:34]. The catalyst is C1COCC1.C(OCC)C. The product is [O:1]1[C:5]2[CH:6]=[CH:7][C:8]([C:10]3[CH:11]=[C:12]([C:13]([CH:28]4[CH2:30][CH2:29]4)=[O:34])[CH:15]=[C:16]([O:18][CH2:19][C:20]4[CH:25]=[CH:24][C:23]([O:26][CH3:27])=[CH:22][CH:21]=4)[CH:17]=3)=[CH:9][C:4]=2[O:3][CH2:2]1. The yield is 0.910. (6) The reactants are [OH:1][C@@:2]1([C:9]#[C:10][C:11]2[CH:12]=[C:13]([N:17]3[C:25]4[CH2:24][CH2:23][N:22]([S:26]([CH3:29])(=[O:28])=[O:27])[CH2:21][C:20]=4[C:19]([C:30]([O:32]CC)=O)=[N:18]3)[CH:14]=[CH:15][CH:16]=2)[CH2:6][CH2:5][N:4]([CH3:7])[C:3]1=[O:8].[NH3:35]. The catalyst is CO. The product is [OH:1][C@@:2]1([C:9]#[C:10][C:11]2[CH:12]=[C:13]([N:17]3[C:25]4[CH2:24][CH2:23][N:22]([S:26]([CH3:29])(=[O:28])=[O:27])[CH2:21][C:20]=4[C:19]([C:30]([NH2:35])=[O:32])=[N:18]3)[CH:14]=[CH:15][CH:16]=2)[CH2:6][CH2:5][N:4]([CH3:7])[C:3]1=[O:8]. The yield is 0.280.